From a dataset of NCI-60 drug combinations with 297,098 pairs across 59 cell lines. Regression. Given two drug SMILES strings and cell line genomic features, predict the synergy score measuring deviation from expected non-interaction effect. (1) Drug 1: CC1=CC=C(C=C1)C2=CC(=NN2C3=CC=C(C=C3)S(=O)(=O)N)C(F)(F)F. Drug 2: C#CCC(CC1=CN=C2C(=N1)C(=NC(=N2)N)N)C3=CC=C(C=C3)C(=O)NC(CCC(=O)O)C(=O)O. Cell line: CAKI-1. Synergy scores: CSS=37.2, Synergy_ZIP=3.85, Synergy_Bliss=3.09, Synergy_Loewe=-19.2, Synergy_HSA=-1.82. (2) Drug 1: CC1=CC2C(CCC3(C2CCC3(C(=O)C)OC(=O)C)C)C4(C1=CC(=O)CC4)C. Drug 2: CN1C2=C(C=C(C=C2)N(CCCl)CCCl)N=C1CCCC(=O)O.Cl. Cell line: HL-60(TB). Synergy scores: CSS=32.0, Synergy_ZIP=17.6, Synergy_Bliss=22.0, Synergy_Loewe=17.4, Synergy_HSA=17.9. (3) Drug 1: C1C(C(OC1N2C=NC(=NC2=O)N)CO)O. Drug 2: N.N.Cl[Pt+2]Cl. Cell line: SF-539. Synergy scores: CSS=40.1, Synergy_ZIP=0.430, Synergy_Bliss=0.701, Synergy_Loewe=0.802, Synergy_HSA=3.27. (4) Drug 1: CCCS(=O)(=O)NC1=C(C(=C(C=C1)F)C(=O)C2=CNC3=C2C=C(C=N3)C4=CC=C(C=C4)Cl)F. Drug 2: CCCCC(=O)OCC(=O)C1(CC(C2=C(C1)C(=C3C(=C2O)C(=O)C4=C(C3=O)C=CC=C4OC)O)OC5CC(C(C(O5)C)O)NC(=O)C(F)(F)F)O. Cell line: PC-3. Synergy scores: CSS=0.978, Synergy_ZIP=4.98, Synergy_Bliss=-2.82, Synergy_Loewe=-2.31, Synergy_HSA=-4.20.